Dataset: NCI-60 drug combinations with 297,098 pairs across 59 cell lines. Task: Regression. Given two drug SMILES strings and cell line genomic features, predict the synergy score measuring deviation from expected non-interaction effect. (1) Drug 1: CN1CCC(CC1)COC2=C(C=C3C(=C2)N=CN=C3NC4=C(C=C(C=C4)Br)F)OC. Drug 2: C1=CC(=C2C(=C1NCCNCCO)C(=O)C3=C(C=CC(=C3C2=O)O)O)NCCNCCO. Cell line: PC-3. Synergy scores: CSS=30.8, Synergy_ZIP=10.9, Synergy_Bliss=11.5, Synergy_Loewe=7.56, Synergy_HSA=15.0. (2) Drug 1: CC1=CC2C(CCC3(C2CCC3(C(=O)C)OC(=O)C)C)C4(C1=CC(=O)CC4)C. Drug 2: CCCCC(=O)OCC(=O)C1(CC(C2=C(C1)C(=C3C(=C2O)C(=O)C4=C(C3=O)C=CC=C4OC)O)OC5CC(C(C(O5)C)O)NC(=O)C(F)(F)F)O. Cell line: NCIH23. Synergy scores: CSS=2.94, Synergy_ZIP=0.214, Synergy_Bliss=2.41, Synergy_Loewe=-0.137, Synergy_HSA=-0.138. (3) Drug 1: CN(C)C1=NC(=NC(=N1)N(C)C)N(C)C. Drug 2: CC1C(C(CC(O1)OC2CC(OC(C2O)C)OC3=CC4=CC5=C(C(=O)C(C(C5)C(C(=O)C(C(C)O)O)OC)OC6CC(C(C(O6)C)O)OC7CC(C(C(O7)C)O)OC8CC(C(C(O8)C)O)(C)O)C(=C4C(=C3C)O)O)O)O. Cell line: DU-145. Synergy scores: CSS=-1.87, Synergy_ZIP=1.51, Synergy_Bliss=-0.0503, Synergy_Loewe=-4.43, Synergy_HSA=-3.99. (4) Cell line: SNB-75. Drug 1: C1CCN(CC1)CCOC2=CC=C(C=C2)C(=O)C3=C(SC4=C3C=CC(=C4)O)C5=CC=C(C=C5)O. Drug 2: C1=CC(=CC=C1CCCC(=O)O)N(CCCl)CCCl. Synergy scores: CSS=37.7, Synergy_ZIP=-5.89, Synergy_Bliss=0.424, Synergy_Loewe=-2.59, Synergy_HSA=-1.97. (5) Drug 1: C1=CN(C=N1)CC(O)(P(=O)(O)O)P(=O)(O)O. Drug 2: CCC1(C2=C(COC1=O)C(=O)N3CC4=CC5=C(C=CC(=C5CN(C)C)O)N=C4C3=C2)O.Cl. Cell line: OVCAR-4. Synergy scores: CSS=4.58, Synergy_ZIP=-2.69, Synergy_Bliss=-0.711, Synergy_Loewe=-3.69, Synergy_HSA=-0.881. (6) Drug 1: CNC(=O)C1=CC=CC=C1SC2=CC3=C(C=C2)C(=NN3)C=CC4=CC=CC=N4. Drug 2: B(C(CC(C)C)NC(=O)C(CC1=CC=CC=C1)NC(=O)C2=NC=CN=C2)(O)O. Cell line: A498. Synergy scores: CSS=24.2, Synergy_ZIP=4.02, Synergy_Bliss=10.8, Synergy_Loewe=5.89, Synergy_HSA=11.7. (7) Drug 1: CC1=C(C=C(C=C1)NC(=O)C2=CC=C(C=C2)CN3CCN(CC3)C)NC4=NC=CC(=N4)C5=CN=CC=C5. Drug 2: CC1CCC2CC(C(=CC=CC=CC(CC(C(=O)C(C(C(=CC(C(=O)CC(OC(=O)C3CCCCN3C(=O)C(=O)C1(O2)O)C(C)CC4CCC(C(C4)OC)OCCO)C)C)O)OC)C)C)C)OC. Cell line: SK-MEL-5. Synergy scores: CSS=2.99, Synergy_ZIP=-1.02, Synergy_Bliss=-0.792, Synergy_Loewe=-1.42, Synergy_HSA=-1.72.